Dataset: Reaction yield outcomes from USPTO patents with 853,638 reactions. Task: Predict the reaction yield, written as a fraction of the theoretical maximum amount of product (1.0 means a 100% yield; for example, 0.34 means a 34% yield). (1) The reactants are [OH:1][C@H:2]1[CH2:7][CH2:6][C@H:5]([N:8]([CH3:22])[S:9]([C:12]2[CH:17]=[CH:16][C:15]([C:18]([F:21])([F:20])[F:19])=[CH:14][CH:13]=2)(=[O:11])=[O:10])[CH2:4][CH2:3]1.[C:23]([O:27][C:28](=[O:31])[CH2:29]Br)([CH3:26])([CH3:25])[CH3:24].[OH-].[Na+]. The catalyst is C1(C)C=CC=CC=1.CCOC(C)=O. The product is [C:23]([O:27][C:28](=[O:31])[CH2:29][O:1][C@H:2]1[CH2:7][CH2:6][C@H:5]([N:8]([CH3:22])[S:9]([C:12]2[CH:17]=[CH:16][C:15]([C:18]([F:21])([F:19])[F:20])=[CH:14][CH:13]=2)(=[O:11])=[O:10])[CH2:4][CH2:3]1)([CH3:26])([CH3:25])[CH3:24]. The yield is 0.970. (2) The reactants are N1C=CC=CC=1.[C:7]([OH:16])(=[O:15])[C:8]1[C:9](=[CH:11][CH:12]=[CH:13][CH:14]=1)[OH:10].[C:17](OC(=O)C)(=[O:19])[CH3:18]. The catalyst is C(Cl)Cl. The product is [C:17]([O:10][C:9]1[CH:11]=[CH:12][CH:13]=[CH:14][C:8]=1[C:7]([OH:16])=[O:15])(=[O:19])[CH3:18]. The yield is 0.760. (3) The reactants are O[C:2]1C=C(C=C[CH:9]=1)C=O.COCCl.[H-].[Na+].[Li]CCCC.[CH3:21][O:22][CH2:23][O:24][C:25]1[CH:26]=[C:27]([CH:30]=[CH:31][CH:32]=1)[CH:28]=O. The catalyst is CN(C=O)C.[Br-].C([P+](C1C=CC=CC=1)(C1C=CC=CC=1)C1C=CC=CC=1)C.C1COCC1.C([O-])([O-])=O.[O-]S([O-])(=O)=O.[Na+].[Na+].[Cu+2]. The product is [CH3:21][O:22][CH2:23][O:24][C:25]1[CH:32]=[CH:31][CH:30]=[C:27]([CH:28]=[CH:2][CH3:9])[CH:26]=1. The yield is 0.820. (4) The reactants are [CH:1]1[C:10]2[C:5](=[CH:6][CH:7]=[CH:8][CH:9]=2)[CH:4]=[CH:3][C:2]=1[CH2:11][N:12]1[CH:17]2[CH2:18][CH2:19][CH:13]1[CH2:14][CH:15]([NH:20]C(=O)C)[CH2:16]2.Cl.[OH-].[Na+]. No catalyst specified. The product is [CH:1]1[C:10]2[C:5](=[CH:6][CH:7]=[CH:8][CH:9]=2)[CH:4]=[CH:3][C:2]=1[CH2:11][N:12]1[CH:13]2[CH2:19][CH2:18][CH:17]1[CH2:16][CH:15]([NH2:20])[CH2:14]2. The yield is 0.940. (5) The reactants are [CH2:1]([O:8][C:9]([O:11]N1C(=O)CCC1=O)=O)[C:2]1[CH:7]=[CH:6][CH:5]=[CH:4][CH:3]=1.[CH3:19][NH:20][CH2:21][C:22]1[NH:23][C:24]2[C:29]([CH:30]=1)=[CH:28][CH:27]=[CH:26][CH:25]=2.C(N(CC)CC)C. The catalyst is CN(C=O)C. The product is [CH2:1]([O:8][C:9]([N:20]([CH2:21][C:22]1[NH:23][C:24]2[C:29]([CH:30]=1)=[CH:28][CH:27]=[CH:26][CH:25]=2)[CH3:19])=[O:11])[C:2]1[CH:3]=[CH:4][CH:5]=[CH:6][CH:7]=1. The yield is 0.800. (6) The reactants are [Cl:1][C:2]1[N:10]=[C:9]2[C:5]([N:6]=[CH:7][NH:8]2)=[C:4](Cl)[N:3]=1.[CH3:12][C@H:13]1[CH2:18][O:17][CH2:16][CH2:15][NH:14]1.CCN(C(C)C)C(C)C. No catalyst specified. The product is [Cl:1][C:2]1[N:10]=[C:9]2[C:5]([N:6]=[CH:7][NH:8]2)=[C:4]([N:14]2[CH2:15][CH2:16][O:17][CH2:18][C@@H:13]2[CH3:12])[N:3]=1. The yield is 0.760. (7) The reactants are Br[C:2](=[CH2:13])[CH2:3][CH2:4][O:5][Si:6]([C:9]([CH3:12])([CH3:11])[CH3:10])([CH3:8])[CH3:7].C([Li])(C)(C)C.[Si:19]([O:26][CH2:27]/[CH:28]=[N:29]/[S@:30]([C:32]([CH3:35])([CH3:34])[CH3:33])=[O:31])([C:22]([CH3:25])([CH3:24])[CH3:23])([CH3:21])[CH3:20]. The catalyst is C1COCC1. The product is [CH3:33][C:32]([S@@:30]([NH:29][C@@H:28]([C:2](=[CH2:13])[CH2:3][CH2:4][O:5][Si:6]([CH3:8])([CH3:7])[C:9]([CH3:10])([CH3:11])[CH3:12])[CH2:27][O:26][Si:19]([CH3:21])([CH3:20])[C:22]([CH3:25])([CH3:24])[CH3:23])=[O:31])([CH3:35])[CH3:34]. The yield is 0.733. (8) The reactants are [CH2:1](Br)[CH:2]=[CH2:3].C(N(C(C)C)CC)(C)C.[CH3:14][O:15][C:16]1[CH:23]=[C:22]([O:24][CH3:25])[CH:21]=[CH:20][C:17]=1[CH2:18][NH2:19].[OH-].[Na+]. The yield is 0.400. The catalyst is C(Cl)Cl. The product is [CH2:1]([NH:19][CH2:18][C:17]1[CH:20]=[CH:21][C:22]([O:24][CH3:25])=[CH:23][C:16]=1[O:15][CH3:14])[CH:2]=[CH2:3].